Dataset: Full USPTO retrosynthesis dataset with 1.9M reactions from patents (1976-2016). Task: Predict the reactants needed to synthesize the given product. (1) Given the product [C:1]([C:5]1[CH:6]=[C:7]([NH:21][C:22]([NH:24][C:25]2[C:34]3[C:29](=[CH:30][CH:31]=[CH:32][CH:33]=3)[C:28]([O:35][C:36]3[CH:41]=[CH:40][N:39]=[C:38]([NH:42][C:43]4[CH:48]=[C:47]([O:49][CH2:50][CH2:51][O:52][CH2:53][CH2:54][O:55][CH2:56][CH2:57][O:58][CH3:59])[CH:46]=[C:45]([O:60][CH3:61])[CH:44]=4)[N:37]=3)=[CH:27][CH:26]=2)=[O:23])[C:8]([O:19][CH3:20])=[C:9]([CH:18]=1)[C:10]([NH:12][CH2:13][C:14]([OH:16])=[O:15])=[O:11])([CH3:4])([CH3:2])[CH3:3], predict the reactants needed to synthesize it. The reactants are: [C:1]([C:5]1[CH:6]=[C:7]([NH:21][C:22]([NH:24][C:25]2[C:34]3[C:29](=[CH:30][CH:31]=[CH:32][CH:33]=3)[C:28]([O:35][C:36]3[CH:41]=[CH:40][N:39]=[C:38]([NH:42][C:43]4[CH:48]=[C:47]([O:49][CH2:50][CH2:51][O:52][CH2:53][CH2:54][O:55][CH2:56][CH2:57][O:58][CH3:59])[CH:46]=[C:45]([O:60][CH3:61])[CH:44]=4)[N:37]=3)=[CH:27][CH:26]=2)=[O:23])[C:8]([O:19][CH3:20])=[C:9]([CH:18]=1)[C:10]([NH:12][CH2:13][C:14]([O:16]C)=[O:15])=[O:11])([CH3:4])([CH3:3])[CH3:2].[OH-].[Na+].Cl. (2) Given the product [CH3:1][O:2][C:3]1[CH:12]=[C:11]2[C:6]([CH2:7][CH2:8][CH2:9][C:10]2([C:13]([OH:15])=[O:14])[CH2:21][CH:20]=[CH2:19])=[CH:5][CH:4]=1, predict the reactants needed to synthesize it. The reactants are: [CH3:1][O:2][C:3]1[CH:12]=[C:11]2[C:6]([CH2:7][CH2:8][CH2:9][CH:10]2[C:13]([O:15]C)=[O:14])=[CH:5][CH:4]=1.[H-].[Na+].[CH2:19](Br)[CH:20]=[CH2:21].[OH-].[K+]. (3) Given the product [CH3:30][O:29][C:27]1[CH:28]=[C:23]([N:1]2[C:9]3[C:4](=[CH:5][CH:6]=[CH:7][CH:8]=3)[C:3]3([C:13]4=[CH:14][C:15]5[O:19][CH2:18][O:17][C:16]=5[CH:20]=[C:12]4[O:11][CH2:10]3)[C:2]2=[O:21])[CH:24]=[N:25][CH:26]=1, predict the reactants needed to synthesize it. The reactants are: [NH:1]1[C:9]2[C:4](=[CH:5][CH:6]=[CH:7][CH:8]=2)[C:3]2([C:13]3=[CH:14][C:15]4[O:19][CH2:18][O:17][C:16]=4[CH:20]=[C:12]3[O:11][CH2:10]2)[C:2]1=[O:21].Br[C:23]1[CH:24]=[N:25][CH:26]=[C:27]([O:29][CH3:30])[CH:28]=1.CC1(C)C2C=CC=C(P(C3C=CC=CC=3)C3C=CC=CC=3)C=2OC2C1=CC=CC=2P(C1C=CC=CC=1)C1C=CC=CC=1.C(=O)([O-])[O-].[Cs+].[Cs+]. (4) Given the product [C:19]([O:23][C:24]([N:26]1[CH2:27][CH:28]=[C:29]([C:9]2[NH:8][C:5]3=[N:6][CH:7]=[C:2]([Br:1])[C:3]([Cl:12])=[C:4]3[CH:10]=2)[CH2:30][CH2:31]1)=[O:25])([CH3:22])([CH3:20])[CH3:21], predict the reactants needed to synthesize it. The reactants are: [Br:1][C:2]1[C:3]([Cl:12])=[C:4]2[CH:10]=[C:9](I)[NH:8][C:5]2=[N:6][CH:7]=1.C(=O)([O-])[O-].[K+].[K+].[C:19]([O:23][C:24]([N:26]1[CH2:31][CH:30]=[C:29](B2OC(C)(C)C(C)(C)O2)[CH2:28][CH2:27]1)=[O:25])([CH3:22])([CH3:21])[CH3:20].